Dataset: Full USPTO retrosynthesis dataset with 1.9M reactions from patents (1976-2016). Task: Predict the reactants needed to synthesize the given product. (1) Given the product [Cl:1][C:2]1[CH:3]=[C:4]([CH:8]([NH:11][C:12]2[O:13][C:14]3[C:20]([O:21][CH3:22])=[CH:19][C:18]([C:23]([N:29]4[C@H:30]([CH3:33])[CH2:31][O:32][C:27]([CH2:34][CH:35]([OH:37])[CH3:36])([CH3:26])[CH2:28]4)=[O:25])=[CH:17][C:15]=3[N:16]=2)[CH2:9][F:10])[CH:5]=[CH:6][CH:7]=1, predict the reactants needed to synthesize it. The reactants are: [Cl:1][C:2]1[CH:3]=[C:4]([CH:8]([NH:11][C:12]2[O:13][C:14]3[C:20]([O:21][CH3:22])=[CH:19][C:18]([C:23]([OH:25])=O)=[CH:17][C:15]=3[N:16]=2)[CH2:9][F:10])[CH:5]=[CH:6][CH:7]=1.[CH3:26][C:27]1([CH2:34][CH:35]([OH:37])[CH3:36])[O:32][CH2:31][C@@H:30]([CH3:33])[NH:29][CH2:28]1.C(N(CC)C(C)C)(C)C.CN(C(ON1N=NC2C=CC=NC1=2)=[N+](C)C)C.F[P-](F)(F)(F)(F)F. (2) Given the product [P:1]([O-:4])([O-:3])([S-:5])=[S:2].[Sr+2:7].[P:1]([O-:4])([O-:3])([S-:5])=[S:2].[Sr+2:7].[Sr+2:7], predict the reactants needed to synthesize it. The reactants are: [P:1](=[S:5])([OH:4])([OH:3])[SH:2].[OH-].[Sr+2:7].[OH-].OO.C(OCCOCCOCCOC(=O)CCCCCCCC)(=O)CCCCCCCC. (3) Given the product [NH2:1][C:2]1[C:3]([C:15]([NH2:17])=[O:16])=[CH:4][C:5]2[C:13]3[C:8](=[CH:9][CH:10]=[CH:11][CH:12]=3)[N:7]([CH2:21][CH:22]3[CH2:26][CH2:25][CH2:24][N:23]3[C:27]([O:29][C:30]([CH3:31])([CH3:33])[CH3:32])=[O:28])[C:6]=2[N:14]=1, predict the reactants needed to synthesize it. The reactants are: [NH2:1][C:2]1[C:3]([C:15]([NH2:17])=[O:16])=[CH:4][C:5]2[C:13]3[C:8](=[CH:9][CH:10]=[CH:11][CH:12]=3)[NH:7][C:6]=2[N:14]=1.[OH-].[Na+].Br[CH2:21][CH:22]1[CH2:26][CH2:25][CH2:24][N:23]1[C:27]([O:29][C:30]([CH3:33])([CH3:32])[CH3:31])=[O:28].Cl. (4) Given the product [Cl:19][C:16]1[CH:17]=[CH:18][C:13]([NH:12][C:4]2[N:3]=[C:2]([N:22]3[C:21]([CH3:20])=[CH:25][C:24]([CH3:26])=[N:23]3)[N:10]=[C:9]3[C:5]=2[N:6]([CH3:11])[CH:7]=[N:8]3)=[CH:14][CH:15]=1, predict the reactants needed to synthesize it. The reactants are: Cl[C:2]1[N:10]=[C:9]2[C:5]([N:6]([CH3:11])[CH:7]=[N:8]2)=[C:4]([NH:12][C:13]2[CH:18]=[CH:17][C:16]([Cl:19])=[CH:15][CH:14]=2)[N:3]=1.[CH3:20][C:21]1[CH:25]=[C:24]([CH3:26])[NH:23][N:22]=1. (5) Given the product [C:4]([O:3][C:1]([N:8]1[CH2:16][CH2:15][CH2:14][C@H:10]([C:11]2[O:13][N:42]=[C:41]([C:43]3[NH:44][CH:45]=[C:46]([CH3:48])[CH:47]=3)[N:40]=2)[CH2:9]1)=[O:2])([CH3:5])([CH3:6])[CH3:7], predict the reactants needed to synthesize it. The reactants are: [C:1]([N:8]1[CH2:16][CH2:15][CH2:14][C@H:10]([C:11]([OH:13])=O)[CH2:9]1)([O:3][C:4]([CH3:7])([CH3:6])[CH3:5])=[O:2].C1C=NC2N(O)N=NC=2C=1.CCN=C=NCCCN(C)C.Cl.O[NH:40][C:41]([C:43]1[NH:44][CH:45]=[C:46]([CH3:48])[CH:47]=1)=[NH:42].